Dataset: Forward reaction prediction with 1.9M reactions from USPTO patents (1976-2016). Task: Predict the product of the given reaction. (1) The product is: [CH2:1]([O:3][C:4]1[CH:9]=[CH:8][N:7]=[C:6]([CH2:15][OH:14])[CH:5]=1)[CH3:2]. Given the reactants [CH2:1]([O:3][C:4]1[CH:9]=[CH:8][N+:7]([O-])=[CH:6][CH:5]=1)[CH3:2].S(OC)([O:14][CH3:15])(=O)=O.[NH4+].[NH4+].[O-]S(OOS([O-])(=O)=O)(=O)=O, predict the reaction product. (2) Given the reactants [I-:1].[K+].CN[C@@H]1CCCC[C@H]1NC.Br[C:14]1[CH:22]=[C:21](/[CH:23]=[CH:24]/[CH:25]([C:30]2[CH:35]=[C:34]([Cl:36])[C:33]([Cl:37])=[C:32]([Cl:38])[CH:31]=2)[C:26]([F:29])([F:28])[F:27])[CH:20]=[CH:19][C:15]=1[C:16]([OH:18])=[O:17], predict the reaction product. The product is: [I:1][C:14]1[CH:22]=[C:21](/[CH:23]=[CH:24]/[CH:25]([C:30]2[CH:35]=[C:34]([Cl:36])[C:33]([Cl:37])=[C:32]([Cl:38])[CH:31]=2)[C:26]([F:29])([F:28])[F:27])[CH:20]=[CH:19][C:15]=1[C:16]([OH:18])=[O:17]. (3) Given the reactants [CH2:1](O)[CH2:2][CH2:3][CH2:4][CH2:5][CH2:6][CH2:7][CH2:8][CH2:9][CH2:10][CH2:11][CH3:12].N.CC1C2COC(=O)C=2C(O[C@@H]2O[C@H](C(O)=O)[C@@H](O)[C@H](O)[C@H]2O)=C(C/C=C(/CCC(O)=O)\C)C=1OC.[CH2:50]([NH2:62])[CH2:51][CH2:52][CH2:53][CH2:54][CH2:55][CH2:56][CH2:57][CH2:58][CH2:59][CH2:60][CH3:61], predict the reaction product. The product is: [CH2:1]([NH:62][CH2:50][CH2:51][CH2:52][CH2:53][CH2:54][CH2:55][CH2:56][CH2:57][CH2:58][CH2:59][CH2:60][CH3:61])[CH2:2][CH2:3][CH2:4][CH2:5][CH2:6][CH2:7][CH2:8][CH2:9][CH2:10][CH2:11][CH3:12]. (4) Given the reactants C(OC([N:8]1[CH2:26][CH2:25][C:11]2([CH2:14][N:13]([C:15]3[N:16]=[N:17][C:18]([S:21]([CH3:24])(=[O:23])=[O:22])=[CH:19][CH:20]=3)[CH2:12]2)[CH2:10][CH2:9]1)=O)(C)(C)C.Cl, predict the reaction product. The product is: [CH3:24][S:21]([C:18]1[N:17]=[N:16][C:15]([N:13]2[CH2:12][C:11]3([CH2:25][CH2:26][NH:8][CH2:9][CH2:10]3)[CH2:14]2)=[CH:20][CH:19]=1)(=[O:22])=[O:23].